Dataset: Reaction yield outcomes from USPTO patents with 853,638 reactions. Task: Predict the reaction yield, written as a fraction of the theoretical maximum amount of product (1.0 means a 100% yield; for example, 0.34 means a 34% yield). The reactants are [CH3:1][C:2]([C:12]1[CH:17]=[CH:16][C:15]([C:18](=[O:36])[NH:19][C:20]2[CH:25]=[C:24]([C:26]3[CH:31]=[CH:30][CH:29]=[CH:28][CH:27]=3)[N:23]3[N:32]=[C:33]([CH3:35])[CH:34]=[C:22]3[N:21]=2)=[CH:14][CH:13]=1)([CH3:11])[CH2:3][NH:4][C:5](=[O:10])[C:6]([O:8]C)=[O:7].[OH-].[Li+].Cl. The catalyst is CO. The product is [CH3:11][C:2]([C:12]1[CH:13]=[CH:14][C:15]([C:18](=[O:36])[NH:19][C:20]2[CH:25]=[C:24]([C:26]3[CH:27]=[CH:28][CH:29]=[CH:30][CH:31]=3)[N:23]3[N:32]=[C:33]([CH3:35])[CH:34]=[C:22]3[N:21]=2)=[CH:16][CH:17]=1)([CH3:1])[CH2:3][NH:4][C:5](=[O:10])[C:6]([OH:8])=[O:7]. The yield is 0.380.